Predict the reactants needed to synthesize the given product. From a dataset of Full USPTO retrosynthesis dataset with 1.9M reactions from patents (1976-2016). (1) Given the product [I:21][CH2:12][CH2:11][C:10]#[C:9][C:6]1[CH:7]=[CH:8][C:3]([C:2]([F:19])([F:18])[F:1])=[CH:4][CH:5]=1, predict the reactants needed to synthesize it. The reactants are: [F:1][C:2]([F:19])([F:18])[C:3]1[CH:8]=[CH:7][C:6]([C:9]#[C:10][CH2:11][CH2:12]OS(C)(=O)=O)=[CH:5][CH:4]=1.[Na+].[I-:21]. (2) Given the product [CH3:9][O:8][C:6]1[C:5]([B:11]2[O:15][C:14]([CH3:17])([CH3:16])[C:13]([CH3:19])([CH3:18])[O:12]2)=[CH:4][N:3]=[C:2]([NH2:1])[N:7]=1, predict the reactants needed to synthesize it. The reactants are: [NH2:1][C:2]1[N:7]=[C:6]([O:8][CH3:9])[C:5](Br)=[CH:4][N:3]=1.[B:11]1([B:11]2[O:15][C:14]([CH3:17])([CH3:16])[C:13]([CH3:19])([CH3:18])[O:12]2)[O:15][C:14]([CH3:17])([CH3:16])[C:13]([CH3:19])([CH3:18])[O:12]1.C(Cl)Cl.C([O-])(=O)C.[K+]. (3) Given the product [O:38]=[S:30]1(=[O:39])[C:31]2[CH:37]=[CH:36][CH:35]=[CH:34][C:32]=2[CH2:33][N:27]([C:18]2[CH:17]=[C:16]([NH:15][CH2:14][CH2:9][CH2:13][CH2:50][CH2:51][CH2:52][CH2:53][CH2:54][NH2:55])[C:25]3[C:24](=[C:23]([CH3:26])[CH:22]=[CH:21][CH:20]=3)[N:19]=2)[CH2:28][CH2:29]1, predict the reactants needed to synthesize it. The reactants are: C(N(CC1C=CC=CC=1)[C:9]1([CH2:14][NH:15][C:16]2[C:25]3[C:20](=[CH:21][CH:22]=[C:23]([CH3:26])[CH:24]=3)[N:19]=[C:18]([N:27]3[CH2:33][C:32]4[CH:34]=[CH:35][CH:36]=[CH:37][C:31]=4[S:30](=[O:39])(=[O:38])[CH2:29][CH2:28]3)[CH:17]=2)[CH2:13]COC1)C1C=CC=CC=1.C(N)CC[CH2:50][CH2:51][CH2:52][CH2:53][CH2:54][NH2:55]. (4) Given the product [C:1]([O:5][C:6](=[O:37])[C:7]([S:10][C:11]1[S:12][CH:13]=[C:14]([CH2:16][CH2:17][N:18]([CH2:27][C:28]2[CH:29]=[CH:30][C:31]([C:32]([NH:41][CH2:39][CH3:40])=[O:34])=[CH:35][CH:36]=2)[C:19]2[N:24]=[CH:23][C:22]([CH2:25][CH3:26])=[CH:21][N:20]=2)[N:15]=1)([CH3:8])[CH3:9])([CH3:4])([CH3:3])[CH3:2], predict the reactants needed to synthesize it. The reactants are: [C:1]([O:5][C:6](=[O:37])[C:7]([S:10][C:11]1[S:12][CH:13]=[C:14]([CH2:16][CH2:17][N:18]([CH2:27][C:28]2[CH:36]=[CH:35][C:31]([C:32]([OH:34])=O)=[CH:30][CH:29]=2)[C:19]2[N:24]=[CH:23][C:22]([CH2:25][CH3:26])=[CH:21][N:20]=2)[N:15]=1)([CH3:9])[CH3:8])([CH3:4])([CH3:3])[CH3:2].Cl.[CH2:39]([NH2:41])[CH3:40].CN(C)CCCN=C=NCC.ON1C2C=CC=CC=2N=N1.